From a dataset of Catalyst prediction with 721,799 reactions and 888 catalyst types from USPTO. Predict which catalyst facilitates the given reaction. Reactant: [I:1][C:2]1[CH:7]=[CH:6][C:5]([C:8]2[O:12][C:11]([CH2:13][C:14]([OH:16])=O)=[N:10][N:9]=2)=[CH:4][CH:3]=1.CN.[CH3:19][N:20](C(ON1N=NC2C=CC=NC1=2)=[N+](C)C)C.F[P-](F)(F)(F)(F)F.CCN(C(C)C)C(C)C. Product: [I:1][C:2]1[CH:7]=[CH:6][C:5]([C:8]2[O:12][C:11]([CH2:13][C:14]([NH:20][CH3:19])=[O:16])=[N:10][N:9]=2)=[CH:4][CH:3]=1. The catalyst class is: 18.